Dataset: Full USPTO retrosynthesis dataset with 1.9M reactions from patents (1976-2016). Task: Predict the reactants needed to synthesize the given product. (1) Given the product [OH:11][CH2:10][CH2:9][N:8]([CH3:12])[C:5]1[N:6]=[CH:7][C:2]([NH:1][C:18](=[O:19])[O:20][C:21]2[CH:26]=[CH:25][CH:24]=[CH:23][CH:22]=2)=[CH:3][CH:4]=1, predict the reactants needed to synthesize it. The reactants are: [NH2:1][C:2]1[CH:3]=[CH:4][C:5]([N:8]([CH3:12])[CH2:9][CH2:10][OH:11])=[N:6][CH:7]=1.CC(C)=O.Cl[C:18]([O:20][C:21]1[CH:26]=[CH:25][CH:24]=[CH:23][CH:22]=1)=[O:19]. (2) Given the product [CH3:1][C:2]1[C:6]([C:7]2[C:8]([O:31][CH3:32])=[CH:9][C:10]3[C:11]4[N:21]([C@@H:22]([C:24]5[CH:29]=[CH:28][CH:27]=[CH:26][CH:25]=5)[CH3:23])[C:20](=[O:30])[O:19][C:12]=4[C:13]([CH2:17][O:18][CH3:34])=[N:14][C:15]=3[CH:16]=2)=[C:5]([CH3:33])[O:4][N:3]=1, predict the reactants needed to synthesize it. The reactants are: [CH3:1][C:2]1[C:6]([C:7]2[C:8]([O:31][CH3:32])=[CH:9][C:10]3[C:11]4[N:21]([C@@H:22]([C:24]5[CH:29]=[CH:28][CH:27]=[CH:26][CH:25]=5)[CH3:23])[C:20](=[O:30])[O:19][C:12]=4[C:13]([CH2:17][OH:18])=[N:14][C:15]=3[CH:16]=2)=[C:5]([CH3:33])[O:4][N:3]=1.[CH3:34]S(Cl)(=O)=O. (3) Given the product [Br:8][C:6]1[CH:7]=[C:2]([CH:3]=[C:4]([S:9]([O:12][NH:13][CH3:14])(=[O:11])=[O:10])[CH:5]=1)[C:15]#[N:16], predict the reactants needed to synthesize it. The reactants are: Br[C:2]1[CH:3]=[C:4]([S:9]([O:12][NH:13][CH3:14])(=[O:11])=[O:10])[CH:5]=[C:6]([Br:8])[CH:7]=1.[CH3:15][N:16](C=O)C.[NH4+].[OH-]. (4) Given the product [C:1]([O:5][C:6]([NH:8][C:9]1[S:10][C:11]([C:23]2[CH:22]=[CH:21][C:20]([F:19])=[CH:25][C:24]=2[F:26])=[CH:12][C:13]=1[C:14]([O:16][CH3:17])=[O:15])=[O:7])([CH3:4])([CH3:3])[CH3:2], predict the reactants needed to synthesize it. The reactants are: [C:1]([O:5][C:6]([NH:8][C:9]1[S:10][C:11](Br)=[CH:12][C:13]=1[C:14]([O:16][CH3:17])=[O:15])=[O:7])([CH3:4])([CH3:3])[CH3:2].[F:19][C:20]1[CH:25]=[C:24]([F:26])[CH:23]=[CH:22][C:21]=1B(O)O. (5) Given the product [N:28]1[CH:33]=[CH:32][CH:31]=[C:30]([N:34]2[CH2:11][CH2:12][N:13]([CH2:16][CH2:17][CH:18]3[CH2:19][C:20]4([CH2:24][CH2:25][CH2:41][CH2:27][CH2:26]4)[C:21](=[O:23])[O:22]3)[CH2:14][CH2:15]2)[CH:29]=1, predict the reactants needed to synthesize it. The reactants are: N1C2C=CC=CC=2N=C1C1[CH2:15][CH2:14][N:13]([CH2:16][CH2:17][CH:18]2[O:22][C:21](=[O:23])[C:20]([CH2:26][CH3:27])([CH2:24][CH3:25])[CH2:19]2)[CH2:12][CH2:11]1.[N:28]1[CH:33]=[CH:32][CH:31]=[C:30]([N:34]2CCNCC2)[CH:29]=1.N1(C2C=CC=CC=2C#N)CCNC[CH2:41]1.CC1C=CC(S(OCC)(=O)=O)=CC=1.CC1C=CC(S(OCCC2CC(CC)(CC)C(=O)O2)(=O)=O)=CC=1. (6) Given the product [Br:20][C:9]1[NH:10][C:11]2[C:12]3=[N:13][C:2]([CH3:1])=[N:3][N:4]3[C:5](=[O:19])[N:6]([CH2:14][CH2:15][CH2:16][CH2:17][CH3:18])[C:7]=2[N:8]=1, predict the reactants needed to synthesize it. The reactants are: [CH3:1][C:2]1[N:13]=[C:12]2[N:4]([C:5](=[O:19])[N:6]([CH2:14][CH2:15][CH2:16][CH2:17][CH3:18])[C:7]3[N:8]=[CH:9][NH:10][C:11]=32)[N:3]=1.[Br:20]N1C(=O)CCC1=O.C1(O)C=CC=CC=1. (7) The reactants are: [NH2:1][C:2]1[N:7]=[CH:6][C:5]([N+:8]([O-])=O)=[CH:4][N:3]=1.C(N(CC)CC)C.[C:18](Cl)(=[O:25])[C:19]1[CH:24]=[CH:23][CH:22]=[CH:21][CH:20]=1. Given the product [NH2:8][C:5]1[CH:4]=[N:3][C:2]([NH:1][C:18](=[O:25])[C:19]2[CH:24]=[CH:23][CH:22]=[CH:21][CH:20]=2)=[N:7][CH:6]=1, predict the reactants needed to synthesize it.